The task is: Predict the product of the given reaction.. This data is from Forward reaction prediction with 1.9M reactions from USPTO patents (1976-2016). (1) Given the reactants C(=O)=O.CC(C)=O.[Br:8][C:9]1[CH:10]=[C:11]([C:15]2[CH:32]=[C:18]3[C:19]([OH:31])=[C:20]([C:24]([O:26][C:27]([CH3:30])([CH3:29])[CH3:28])=[O:25])[C:21]([CH3:23])=[CH:22][N:17]3[N:16]=2)[CH:12]=[CH:13][CH:14]=1.CCN(CC)CC.[S:40](O[S:40]([C:43]([F:46])([F:45])[F:44])(=[O:42])=[O:41])([C:43]([F:46])([F:45])[F:44])(=[O:42])=[O:41], predict the reaction product. The product is: [Br:8][C:9]1[CH:10]=[C:11]([C:15]2[CH:32]=[C:18]3[C:19]([O:31][S:40]([C:43]([F:46])([F:45])[F:44])(=[O:42])=[O:41])=[C:20]([C:24]([O:26][C:27]([CH3:29])([CH3:28])[CH3:30])=[O:25])[C:21]([CH3:23])=[CH:22][N:17]3[N:16]=2)[CH:12]=[CH:13][CH:14]=1. (2) Given the reactants [F:1][C:2]1[CH:3]=[C:4]([CH2:12][CH2:13][OH:14])[CH:5]=[C:6]([F:11])[C:7]=1[N+:8]([O-])=O, predict the reaction product. The product is: [NH2:8][C:7]1[C:6]([F:11])=[CH:5][C:4]([CH2:12][CH2:13][OH:14])=[CH:3][C:2]=1[F:1]. (3) Given the reactants [O:1]1[C:5]2[CH:6]=[CH:7][C:8]([C:10]([O:18]C)(OC)[CH2:11][CH2:12][C:13]([O-:15])=O)=[CH:9][C:4]=2[CH2:3][CH2:2]1.[K+].ClC1C=C(Cl)C=C(Cl)C=1C(Cl)=O.[C:33]1([C:39]2[CH:44]=[C:43]([C:45]3[CH:50]=[CH:49][CH:48]=[CH:47][CH:46]=3)[N:42]=[C:41]([NH2:51])[CH:40]=2)[CH:38]=[CH:37][CH:36]=[CH:35][CH:34]=1.Cl, predict the reaction product. The product is: [O:1]1[C:5]2[CH:6]=[CH:7][C:8]([C:10](=[O:18])[CH2:11][CH2:12][C:13]([NH:51][C:41]3[CH:40]=[C:39]([C:33]4[CH:38]=[CH:37][CH:36]=[CH:35][CH:34]=4)[CH:44]=[C:43]([C:45]4[CH:46]=[CH:47][CH:48]=[CH:49][CH:50]=4)[N:42]=3)=[O:15])=[CH:9][C:4]=2[CH2:3][CH2:2]1. (4) The product is: [C:18]([O:22][C:23](=[O:36])[NH:24][C:25]1[CH:26]=[C:27]2[C:31](=[CH:32][CH:33]=1)[CH2:30][C@@H:29]([CH2:34][N:15]1[CH2:16][CH2:17][CH:12]([N:11]3[C:5]4[CH:6]=[N:7][C:8]([CH3:10])=[CH:9][C:4]=4[N:3]=[C:2]3[CH3:1])[CH2:13][CH2:14]1)[CH2:28]2)([CH3:21])([CH3:19])[CH3:20]. Given the reactants [CH3:1][C:2]1[N:11]([CH:12]2[CH2:17][CH2:16][NH:15][CH2:14][CH2:13]2)[C:5]2[CH:6]=[N:7][C:8]([CH3:10])=[CH:9][C:4]=2[N:3]=1.[C:18]([O:22][C:23](=[O:36])[NH:24][C:25]1[CH:26]=[C:27]2[C:31](=[CH:32][CH:33]=1)[CH2:30][C@@H:29]([CH2:34]I)[CH2:28]2)([CH3:21])([CH3:20])[CH3:19].C(=O)([O-])[O-].[Cs+].[Cs+], predict the reaction product. (5) Given the reactants [C:1]1([C@H:7]([NH:9][C:10]2[C:15]([NH2:16])=[CH:14][CH:13]=[C:12]([C:17]3[CH:26]=[CH:25][CH:24]=[C:23]4[C:18]=3[CH:19]=[CH:20][CH:21]=[N:22]4)[N:11]=2)[CH3:8])[CH:6]=[CH:5][CH:4]=[CH:3][CH:2]=1.[N+](C1C(N[C@@H](C2C=CC=CC=2)C)=NC(C2C=CC=C3C=2C=CC=N3)=CC=1)([O-])=O.[CH2:55]([OH:57])C, predict the reaction product. The product is: [C:1]1([C@H:7]([N:9]2[C:10]3=[N:11][C:12]([C:17]4[CH:26]=[CH:25][CH:24]=[C:23]5[C:18]=4[CH:19]=[CH:20][CH:21]=[N:22]5)=[CH:13][CH:14]=[C:15]3[NH:16][C:55]2=[O:57])[CH3:8])[CH:2]=[CH:3][CH:4]=[CH:5][CH:6]=1.